Dataset: TCR-epitope binding with 47,182 pairs between 192 epitopes and 23,139 TCRs. Task: Binary Classification. Given a T-cell receptor sequence (or CDR3 region) and an epitope sequence, predict whether binding occurs between them. (1) The epitope is KRWIIMGLNK. The TCR CDR3 sequence is CASSQETTRTDTQYF. Result: 0 (the TCR does not bind to the epitope). (2) The epitope is ISDYDYYRY. The TCR CDR3 sequence is CSATDRDGGLEQYF. Result: 0 (the TCR does not bind to the epitope). (3) The TCR CDR3 sequence is CASSQDPGLAGGTYTGELFF. The epitope is LEPLVDLPI. Result: 1 (the TCR binds to the epitope). (4) The epitope is DPFRLLQNSQVFS. The TCR CDR3 sequence is CASSLPQDISVGWYNEQFF. Result: 0 (the TCR does not bind to the epitope). (5) The epitope is TLIGDCATV. The TCR CDR3 sequence is CASSQPLAGGLGDTQYF. Result: 0 (the TCR does not bind to the epitope). (6) The epitope is LPRRSGAAGA. Result: 1 (the TCR binds to the epitope). The TCR CDR3 sequence is CASSLRGHSYEQYF. (7) The epitope is TLIGDCATV. The TCR CDR3 sequence is CASSLEVTGELFF. Result: 1 (the TCR binds to the epitope). (8) The epitope is YIFFASFYY. The TCR CDR3 sequence is CASSLEWGPDGYTF. Result: 1 (the TCR binds to the epitope).